The task is: Predict the reaction yield, written as a fraction of the theoretical maximum amount of product (1.0 means a 100% yield; for example, 0.34 means a 34% yield).. This data is from Reaction yield outcomes from USPTO patents with 853,638 reactions. The reactants are Br[C:2]1[CH:11]=[C:10]2[C:5]([CH:6]=[C:7]([NH:12][C:13]([CH:15]3[CH2:17][CH2:16]3)=[O:14])[N:8]=[CH:9]2)=[CH:4][CH:3]=1.[Cl:18][C:19]1[CH:20]=[CH:21][C:22]([O:28][CH3:29])=[C:23](B(O)O)[CH:24]=1.C(=O)([O-])[O-].[Cs+].[Cs+]. The catalyst is C(#N)C.O.C1C=CC(P(C2C=CC=CC=2)[C-]2C=CC=C2)=CC=1.C1C=CC(P(C2C=CC=CC=2)[C-]2C=CC=C2)=CC=1.Cl[Pd]Cl.[Fe+2]. The product is [Cl:18][C:19]1[CH:24]=[CH:23][C:22]([O:28][CH3:29])=[C:21]([C:2]2[CH:11]=[C:10]3[C:5]([CH:6]=[C:7]([NH:12][C:13]([CH:15]4[CH2:17][CH2:16]4)=[O:14])[N:8]=[CH:9]3)=[CH:4][CH:3]=2)[CH:20]=1. The yield is 0.102.